This data is from Forward reaction prediction with 1.9M reactions from USPTO patents (1976-2016). The task is: Predict the product of the given reaction. (1) Given the reactants [N+:1]([C:4]1[CH:5]=[C:6]2[C:10](=[CH:11][CH:12]=1)[N:9]([CH:13]1[CH2:18][CH2:17][CH2:16][CH2:15][O:14]1)[N:8]=[C:7]2[C:19]1[NH:23][C:22]2[CH:24]=[C:25]([CH2:28][N:29]3[CH2:34][CH2:33][O:32][CH2:31][CH2:30]3)[CH:26]=[CH:27][C:21]=2[N:20]=1)([O-])=O.[H][H], predict the reaction product. The product is: [O:32]1[CH2:33][CH2:34][N:29]([CH2:28][C:25]2[CH:26]=[CH:27][C:21]3[N:20]=[C:19]([C:7]4[C:6]5[C:10](=[CH:11][CH:12]=[C:4]([NH2:1])[CH:5]=5)[N:9]([CH:13]5[CH2:18][CH2:17][CH2:16][CH2:15][O:14]5)[N:8]=4)[NH:23][C:22]=3[CH:24]=2)[CH2:30][CH2:31]1. (2) Given the reactants [Cl:1][C:2]1[CH:25]=[CH:24][CH:23]=[CH:22][C:3]=1[C:4]([NH:6][CH:7]1[C:15]2[C:10](=[CH:11][CH:12]=[C:13]([C:16]([O:18]C)=[O:17])[CH:14]=2)[C:9]([CH3:21])([CH3:20])[CH2:8]1)=[O:5].[Li+].[OH-].C(O)(=O)CC(CC(O)=O)(C(O)=O)O, predict the reaction product. The product is: [Cl:1][C:2]1[CH:25]=[CH:24][CH:23]=[CH:22][C:3]=1[C:4]([NH:6][CH:7]1[C:15]2[C:10](=[CH:11][CH:12]=[C:13]([C:16]([OH:18])=[O:17])[CH:14]=2)[C:9]([CH3:21])([CH3:20])[CH2:8]1)=[O:5]. (3) Given the reactants [F:1][C:2]1[CH:32]=[CH:31][C:5]([CH2:6][NH:7][C:8]([C:10]2[N:11]=[C:12]3[N:17]([C:18](=[O:28])[C:19]=2[O:20][CH2:21][C:22]2[CH:27]=[CH:26][CH:25]=[CH:24][CH:23]=2)[CH2:16][CH2:15][O:14][C:13]3([CH3:30])[CH3:29])=[O:9])=[C:4]([N:33]2[C:37](=[O:38])[CH2:36][CH2:35][C@@H:34]2[CH2:39][OH:40])[CH:3]=1.C(N([CH2:46][CH3:47])CC)C.CS(Cl)(=O)=[O:50].O, predict the reaction product. The product is: [C:46]([O:40][CH2:39][C@H:34]1[CH2:35][CH2:36][C:37](=[O:38])[N:33]1[C:4]1[CH:3]=[C:2]([F:1])[CH:32]=[CH:31][C:5]=1[CH2:6][NH:7][C:8]([C:10]1[N:11]=[C:12]2[N:17]([C:18](=[O:28])[C:19]=1[O:20][CH2:21][C:22]1[CH:27]=[CH:26][CH:25]=[CH:24][CH:23]=1)[CH2:16][CH2:15][O:14][C:13]2([CH3:30])[CH3:29])=[O:9])(=[O:50])[CH3:47].